From a dataset of Catalyst prediction with 721,799 reactions and 888 catalyst types from USPTO. Predict which catalyst facilitates the given reaction. (1) Reactant: [CH2:1]([O:3][C:4]([C:6]1[N:7]([C:12]2[CH:17]=[CH:16][C:15]([Br:18])=[CH:14][CH:13]=2)[N:8]=[CH:9][C:10]=1I)=[O:5])[CH3:2].[F:19][C:20]([Cu])([F:22])[F:21]. Product: [CH2:1]([O:3][C:4]([C:6]1[N:7]([C:12]2[CH:17]=[CH:16][C:15]([Br:18])=[CH:14][CH:13]=2)[N:8]=[CH:9][C:10]=1[C:20]([F:22])([F:21])[F:19])=[O:5])[CH3:2]. The catalyst class is: 3. (2) Reactant: [CH2:1]([NH:5][C:6]([C:8]1[CH:24]=[CH:23][C:11]2[S:12][C:13]3[CH:21]=[C:20]([F:22])[CH:19]=[CH:18][C:14]=3[C:15](Cl)=[N:16][C:10]=2[CH:9]=1)=[O:7])[CH2:2][CH2:3][CH3:4].[I-].[Cl:26][C:27]1[CH:32]=[CH:31][C:30]([Zn+])=[CH:29][CH:28]=1. Product: [CH2:1]([NH:5][C:6]([C:8]1[CH:24]=[CH:23][C:11]2[S:12][C:13]3[CH:21]=[C:20]([F:22])[CH:19]=[CH:18][C:14]=3[C:15]([C:30]3[CH:31]=[CH:32][C:27]([Cl:26])=[CH:28][CH:29]=3)=[N:16][C:10]=2[CH:9]=1)=[O:7])[CH2:2][CH2:3][CH3:4]. The catalyst class is: 235. (3) Reactant: [F:1][C:2]([F:32])([F:31])[C:3]1[CH:8]=[CH:7][C:6]([C:9]2[O:10][C:11]3[C:16]([N:17]=2)=[CH:15][C:14]([C:18]2[CH2:23][CH2:22][N:21]([C:24]([O:26][C:27]([CH3:30])([CH3:29])[CH3:28])=[O:25])[CH2:20][CH:19]=2)=[CH:13][N:12]=3)=[CH:5][CH:4]=1. Product: [F:31][C:2]([F:1])([F:32])[C:3]1[CH:8]=[CH:7][C:6]([C:9]2[O:10][C:11]3[C:16]([N:17]=2)=[CH:15][C:14]([CH:18]2[CH2:23][CH2:22][N:21]([C:24]([O:26][C:27]([CH3:28])([CH3:29])[CH3:30])=[O:25])[CH2:20][CH2:19]2)=[CH:13][N:12]=3)=[CH:5][CH:4]=1. The catalyst class is: 19. (4) Reactant: [Br:1][C:2]1[C:3](=[O:28])[N:4]([C:19]2[CH:20]=[C:21]([CH:25]=[CH:26][CH:27]=2)[C:22](O)=[O:23])[C:5]([CH3:18])=[CH:6][C:7]=1[O:8][CH2:9][C:10]1[CH:15]=[CH:14][C:13]([F:16])=[CH:12][C:11]=1[F:17].O[N:30]1[C:34]2C=CC=CC=2N=N1.N=C=N.CN.CN=C=O. Product: [Br:1][C:2]1[C:3](=[O:28])[N:4]([C:19]2[CH:20]=[C:21]([CH:25]=[CH:26][CH:27]=2)[C:22]([NH:30][CH3:34])=[O:23])[C:5]([CH3:18])=[CH:6][C:7]=1[O:8][CH2:9][C:10]1[CH:15]=[CH:14][C:13]([F:16])=[CH:12][C:11]=1[F:17]. The catalyst class is: 348. (5) Reactant: [O:1]=[C:2]1[CH2:8][CH2:7][CH2:6][N:5]([C:9]([O:11][C:12]([CH3:15])([CH3:14])[CH3:13])=[O:10])[CH2:4][CH2:3]1.C[Si]([N-][Si](C)(C)C)(C)C.[C:25](OCC)(=[O:31])[C:26]([O:28][CH2:29][CH3:30])=[O:27]. Product: [CH2:29]([O:28][C:26](=[O:27])[C:25]([CH:3]1[C:2](=[O:1])[CH2:8][CH2:7][CH2:6][N:5]([C:9]([O:11][C:12]([CH3:15])([CH3:14])[CH3:13])=[O:10])[CH2:4]1)=[O:31])[CH3:30]. The catalyst class is: 1. (6) Reactant: [NH2:1][C:2]1[CH:3]=[C:4]([OH:9])[CH:5]=[CH:6][C:7]=1[NH2:8].C(ON[C:14]([CH:16]([CH3:22])[C:17]([O:19][CH2:20][CH3:21])=[O:18])=N)C. Product: [OH:9][C:4]1[CH:5]=[CH:6][C:7]2[NH:8][C:14]([CH:16]([CH3:22])[C:17]([O:19][CH2:20][CH3:21])=[O:18])=[N:1][C:2]=2[CH:3]=1. The catalyst class is: 8. (7) Reactant: [Cl:1][C:2]1[CH:3]=[CH:4][C:5]2[O:18][CH:17]([C:19](OCC)=[O:20])[N:8]3[C:9]4[CH:10]=[CH:11][CH:12]=[C:13]([F:16])[C:14]=4[CH:15]=[C:7]3[C:6]=2[N:24]=1.[BH4-].[Na+].O. Product: [Cl:1][C:2]1[CH:3]=[CH:4][C:5]2[O:18][CH:17]([CH2:19][OH:20])[N:8]3[C:9]4[CH:10]=[CH:11][CH:12]=[C:13]([F:16])[C:14]=4[CH:15]=[C:7]3[C:6]=2[N:24]=1. The catalyst class is: 138. (8) Reactant: [N:1]#[C:2][NH2:3].[Na].[CH2:5]([O:12][CH2:13][C@@H:14]1[CH2:16][O:15]1)[C:6]1[CH:11]=[CH:10][CH:9]=[CH:8][CH:7]=1. Product: [CH2:5]([O:12][CH2:13][C@H:14]1[O:15][C:2]([NH2:3])=[N:1][CH2:16]1)[C:6]1[CH:11]=[CH:10][CH:9]=[CH:8][CH:7]=1. The catalyst class is: 5. (9) Reactant: [Cl:1][C:2]1[N:3]=[C:4]([NH:20][CH:21]2[CH2:25][CH2:24][CH2:23][CH2:22]2)[C:5]2[N:6]=[CH:7][N:8]([C:18]=2[N:19]=1)[C@@H:9]1[O:17][C@H:14]([CH2:15][OH:16])[C@@H:12]([OH:13])[C@H:10]1[OH:11].C(O[C@@]1(O)[C@](OC(=O)C)(O)[C@@H](C(OC(=O)C)O)O[C@H]1N1C2C(C(Cl)(N=C(Cl)N=2)N)=NC1)(=O)C.C1(N)CCCC1.C(O)C. Product: [Cl:1][C:2]1[N:3]=[C:4]([NH:20][CH:21]2[CH2:22][CH2:23][CH2:24][CH2:25]2)[C:5]2[N:6]=[CH:7][N:8]([C:18]=2[N:19]=1)[C@@H:9]1[O:17][C@H:14]([CH2:15][OH:16])[C@@H:12]([OH:13])[C@H:10]1[OH:11]. The catalyst class is: 84.